The task is: Regression/Classification. Given a drug SMILES string, predict its absorption, distribution, metabolism, or excretion properties. Task type varies by dataset: regression for continuous measurements (e.g., permeability, clearance, half-life) or binary classification for categorical outcomes (e.g., BBB penetration, CYP inhibition). For this dataset (ppbr_az), we predict Y.. This data is from Plasma protein binding rate (PPBR) regression data from AstraZeneca. (1) The molecule is Cc1ccc2c(c1)c(-c1cc(C)nc3ccccc13)c(C)n2CC(=O)O. The Y is 99.6 %. (2) The compound is COc1ccc2ccc(=O)n(CCN3CCC(NCc4cc5c(cn4)OCCO5)CC3)c2c1. The Y is 69.1 %. (3) The molecule is CNc1c(Br)cnc2[nH]c(-c3ccc(OCCN4CCCCC4)cc3)nc12. The Y is 88.8 %. (4) The molecule is COc1cc2nnc(C(N)=O)c(Nc3ccc(F)cc3F)c2cc1OC. The Y is 95.5 %. (5) The compound is CN[C@@H](C)C(=O)N[C@H](C(=O)N[C@H]1CCCN(CCc2ccc([N+](=O)[O-])cc2)C1)C(C)(C)C. The Y is 73.8 %. (6) The drug is Cc1cc(C)cc(-c2nnc(SCC(=O)N3CCN(C(=O)c4ccco4)CC3)o2)c1. The Y is 96.8 %.